This data is from Forward reaction prediction with 1.9M reactions from USPTO patents (1976-2016). The task is: Predict the product of the given reaction. (1) Given the reactants C([O:8][C:9]1[C:19]([F:20])=[C:18]([F:21])[CH:17]=[CH:16][C:10]=1[O:11][CH2:12][CH:13]1[CH2:15][O:14]1)C1C=CC=CC=1.[OH-].[K+].Cl, predict the reaction product. The product is: [F:21][C:18]1[CH:17]=[CH:16][C:10]2[O:11][CH2:12][CH:13]([CH2:15][OH:14])[O:8][C:9]=2[C:19]=1[F:20]. (2) Given the reactants [CH3:1][NH:2][C:3]1[N:8]=[C:7]([CH2:9][CH2:10][O:11][C:12]2[CH:13]=[C:14]3[C:18](=[CH:19][CH:20]=2)[NH:17][C:16]([CH2:21][CH2:22][C:23]([O:25]C)=[O:24])=[CH:15]3)[CH:6]=[CH:5][CH:4]=1.[OH-].[Na+], predict the reaction product. The product is: [CH3:1][NH:2][C:3]1[N:8]=[C:7]([CH2:9][CH2:10][O:11][C:12]2[CH:13]=[C:14]3[C:18](=[CH:19][CH:20]=2)[NH:17][C:16]([CH2:21][CH2:22][C:23]([OH:25])=[O:24])=[CH:15]3)[CH:6]=[CH:5][CH:4]=1. (3) Given the reactants [CH3:1][C:2]1[NH:3][C:4](=[O:23])[N:5]([C:16]2[CH:17]=[C:18]([CH3:22])[CH:19]=[CH:20][CH:21]=2)[C:6]=1[C:7]1[CH:8]=[CH:9][C:10]2[N:11]([N:13]=[CH:14][N:15]=2)[CH:12]=1.CN(C)C=O.CC(C)([O-])C.[K+].Br[CH2:36][CH:37]1[CH2:42][CH2:41][CH2:40][CH2:39][CH2:38]1.[I-].[K+], predict the reaction product. The product is: [N:15]1[CH:14]=[N:13][N:11]2[CH:12]=[C:7]([C:6]3[N:5]([C:16]4[CH:17]=[C:18]([CH3:22])[CH:19]=[CH:20][CH:21]=4)[C:4](=[O:23])[N:3]([CH2:36][CH:37]4[CH2:42][CH2:41][CH2:40][CH2:39][CH2:38]4)[C:2]=3[CH3:1])[CH:8]=[CH:9][C:10]=12. (4) Given the reactants COC1C=CC(N2C=CN=C2C=N[S@@](C(C)(C)C)=O)=CC=1.[Cl:22][C:23]1[CH:28]=[CH:27][C:26]([C:29]2[O:33][CH:32]=[N:31][C:30]=2/[CH:34]=[N:35]/[S:36]([C:38]([CH3:41])([CH3:40])[CH3:39])=[O:37])=[CH:25][CH:24]=1.[F:42][C:43]1[CH:44]=[C:45]([CH:49]=[C:50]([F:52])[CH:51]=1)[CH2:46][Mg]Br, predict the reaction product. The product is: [Cl:22][C:23]1[CH:28]=[CH:27][C:26]([C:29]2[O:33][CH:32]=[N:31][C:30]=2[CH:34]([NH:35][S:36]([C:38]([CH3:41])([CH3:40])[CH3:39])=[O:37])[CH2:46][C:45]2[CH:44]=[C:43]([F:42])[CH:51]=[C:50]([F:52])[CH:49]=2)=[CH:25][CH:24]=1. (5) Given the reactants CC1(C)C(C)(C)OB([C:9]2[CH:10]=[CH:11][C:12]3[O:16][C:15]([CH:17]4[CH2:22][CH2:21][N:20]([C:23]([O:25][C:26]([CH3:29])([CH3:28])[CH3:27])=[O:24])[CH2:19][CH2:18]4)=[N:14][C:13]=3[CH:30]=2)O1.Br[C:33]1[CH:40]=[CH:39][C:36]([C:37]#[N:38])=[C:35]([F:41])[CH:34]=1, predict the reaction product. The product is: [C:37]([C:36]1[CH:39]=[CH:40][C:33]([C:9]2[CH:10]=[CH:11][C:12]3[O:16][C:15]([CH:17]4[CH2:18][CH2:19][N:20]([C:23]([O:25][C:26]([CH3:29])([CH3:28])[CH3:27])=[O:24])[CH2:21][CH2:22]4)=[N:14][C:13]=3[CH:30]=2)=[CH:34][C:35]=1[F:41])#[N:38].